From a dataset of NCI-60 drug combinations with 297,098 pairs across 59 cell lines. Regression. Given two drug SMILES strings and cell line genomic features, predict the synergy score measuring deviation from expected non-interaction effect. (1) Cell line: SNB-19. Drug 1: CNC(=O)C1=CC=CC=C1SC2=CC3=C(C=C2)C(=NN3)C=CC4=CC=CC=N4. Synergy scores: CSS=6.81, Synergy_ZIP=-1.90, Synergy_Bliss=4.15, Synergy_Loewe=3.46, Synergy_HSA=3.95. Drug 2: CN1CCC(CC1)COC2=C(C=C3C(=C2)N=CN=C3NC4=C(C=C(C=C4)Br)F)OC. (2) Drug 1: CC1CCC2CC(C(=CC=CC=CC(CC(C(=O)C(C(C(=CC(C(=O)CC(OC(=O)C3CCCCN3C(=O)C(=O)C1(O2)O)C(C)CC4CCC(C(C4)OC)OCCO)C)C)O)OC)C)C)C)OC. Drug 2: CC1=C(N=C(N=C1N)C(CC(=O)N)NCC(C(=O)N)N)C(=O)NC(C(C2=CN=CN2)OC3C(C(C(C(O3)CO)O)O)OC4C(C(C(C(O4)CO)O)OC(=O)N)O)C(=O)NC(C)C(C(C)C(=O)NC(C(C)O)C(=O)NCCC5=NC(=CS5)C6=NC(=CS6)C(=O)NCCC[S+](C)C)O. Cell line: UO-31. Synergy scores: CSS=32.9, Synergy_ZIP=-9.89, Synergy_Bliss=-1.27, Synergy_Loewe=1.54, Synergy_HSA=1.95. (3) Drug 2: C1CCC(C1)C(CC#N)N2C=C(C=N2)C3=C4C=CNC4=NC=N3. Cell line: SR. Synergy scores: CSS=77.1, Synergy_ZIP=0.815, Synergy_Bliss=-1.84, Synergy_Loewe=-16.2, Synergy_HSA=-1.66. Drug 1: CNC(=O)C1=CC=CC=C1SC2=CC3=C(C=C2)C(=NN3)C=CC4=CC=CC=N4. (4) Drug 1: C1=NC2=C(N=C(N=C2N1C3C(C(C(O3)CO)O)O)F)N. Drug 2: CC1=C(C=C(C=C1)C(=O)NC2=CC(=CC(=C2)C(F)(F)F)N3C=C(N=C3)C)NC4=NC=CC(=N4)C5=CN=CC=C5. Cell line: HOP-62. Synergy scores: CSS=24.2, Synergy_ZIP=3.96, Synergy_Bliss=8.26, Synergy_Loewe=8.89, Synergy_HSA=9.39. (5) Drug 1: CN(C)C1=NC(=NC(=N1)N(C)C)N(C)C. Drug 2: C1=NC2=C(N=C(N=C2N1C3C(C(C(O3)CO)O)F)Cl)N. Cell line: CCRF-CEM. Synergy scores: CSS=53.2, Synergy_ZIP=1.20, Synergy_Bliss=0.261, Synergy_Loewe=-30.3, Synergy_HSA=-0.657. (6) Cell line: NCI-H460. Drug 1: CC12CCC(CC1=CCC3C2CCC4(C3CC=C4C5=CN=CC=C5)C)O. Drug 2: CC(C)(C#N)C1=CC(=CC(=C1)CN2C=NC=N2)C(C)(C)C#N. Synergy scores: CSS=-12.2, Synergy_ZIP=4.92, Synergy_Bliss=-12.1, Synergy_Loewe=-13.5, Synergy_HSA=-13.2. (7) Drug 1: CN1CCC(CC1)COC2=C(C=C3C(=C2)N=CN=C3NC4=C(C=C(C=C4)Br)F)OC. Drug 2: C(=O)(N)NO. Cell line: DU-145. Synergy scores: CSS=13.2, Synergy_ZIP=-4.36, Synergy_Bliss=1.04, Synergy_Loewe=-5.57, Synergy_HSA=0.314.